From a dataset of Forward reaction prediction with 1.9M reactions from USPTO patents (1976-2016). Predict the product of the given reaction. (1) Given the reactants [Br:1][C:2]1[C:10]([CH3:11])=[CH:9][CH:8]=[CH:7][C:3]=1[C:4]([OH:6])=[O:5].C([O-])([O-])=O.[K+].[K+].[CH2:18](Cl)[C:19]1[CH:24]=[CH:23][CH:22]=[CH:21][CH:20]=1, predict the reaction product. The product is: [Br:1][C:2]1[C:10]([CH3:11])=[CH:9][CH:8]=[CH:7][C:3]=1[C:4]([O:6][CH2:18][C:19]1[CH:24]=[CH:23][CH:22]=[CH:21][CH:20]=1)=[O:5]. (2) The product is: [ClH:32].[F:31][C:11]1([C:14]2[S:15][C:16]([CH2:19][O:20][C:21]3[CH:26]=[CH:25][C:24]([S:27]([CH3:30])(=[O:29])=[O:28])=[CH:23][CH:22]=3)=[CH:17][N:18]=2)[CH2:10][CH2:9][NH:8][CH2:13][CH2:12]1. Given the reactants C(OC([N:8]1[CH2:13][CH2:12][C:11]([F:31])([C:14]2[S:15][C:16]([CH2:19][O:20][C:21]3[CH:26]=[CH:25][C:24]([S:27]([CH3:30])(=[O:29])=[O:28])=[CH:23][CH:22]=3)=[CH:17][N:18]=2)[CH2:10][CH2:9]1)=O)(C)(C)C.[ClH:32], predict the reaction product. (3) The product is: [CH2:18]([C:13]1=[N:14][NH:15][C:16](=[O:17])/[C:12]/1=[C:4]1\[NH:5][C:6]2[C:11]([C:2]([S:30][C:27]3[CH:26]=[CH:25][C:24]([NH:23][C:20](=[O:22])[CH3:21])=[CH:29][CH:28]=3)=[CH:3]\1)=[CH:10][CH:9]=[CH:8][CH:7]=2)[CH3:19]. Given the reactants Cl[C:2]1[C:11]2[C:6](=[CH:7][CH:8]=[CH:9][CH:10]=2)[NH:5]/[C:4](=[C:12]2/[C:13]([CH2:18][CH3:19])=[N:14][NH:15][C:16]/2=[O:17])/[CH:3]=1.[C:20]([NH:23][C:24]1[CH:29]=[CH:28][C:27]([SH:30])=[CH:26][CH:25]=1)(=[O:22])[CH3:21], predict the reaction product. (4) Given the reactants [CH3:1][C:2]1[CH:7]=[CH:6][CH:5]=[C:4]([CH3:8])[C:3]=1B(O)O.[CH:12]1([C:15]2[NH:19][C:18]3[CH:20]=[C:21]([C:25]4[C:26]([CH3:31])=[N:27][O:28][C:29]=4[CH3:30])[CH:22]=[C:23](I)[C:17]=3[N:16]=2)[CH2:14][CH2:13]1.C(=O)([O-])[O-].[Cs+].[Cs+], predict the reaction product. The product is: [CH:12]1([C:15]2[NH:19][C:18]3[CH:20]=[C:21]([C:25]4[C:26]([CH3:31])=[N:27][O:28][C:29]=4[CH3:30])[CH:22]=[C:23]([C:3]4[C:4]([CH3:8])=[CH:5][CH:6]=[CH:7][C:2]=4[CH3:1])[C:17]=3[N:16]=2)[CH2:14][CH2:13]1. (5) Given the reactants [Cl:1][C:2]1[CH:3]=[C:4]([NH2:10])[C:5]([NH2:9])=[CH:6][C:7]=1[Cl:8].C1N=CN([C:16](N2C=NC=C2)=[O:17])C=1.O, predict the reaction product. The product is: [Cl:1][C:2]1[C:7]([Cl:8])=[CH:6][C:5]2[NH:9][C:16](=[O:17])[NH:10][C:4]=2[CH:3]=1.